This data is from Full USPTO retrosynthesis dataset with 1.9M reactions from patents (1976-2016). The task is: Predict the reactants needed to synthesize the given product. (1) Given the product [C:15]([NH:18][C:19]1[CH:24]=[CH:23][C:22]([O:25][C@H:10]([C:7]2[CH:8]=[CH:9][C:4]([N+:1]([O-:3])=[O:2])=[CH:5][CH:6]=2)[C@@H:11]([OH:12])[CH2:13][OH:14])=[CH:21][CH:20]=1)(=[O:17])[CH3:16], predict the reactants needed to synthesize it. The reactants are: [N+:1]([C:4]1[CH:9]=[CH:8][C:7]([C@@H:10]2[O:12][C@H:11]2[CH2:13][OH:14])=[CH:6][CH:5]=1)([O-:3])=[O:2].[C:15]([NH:18][C:19]1[CH:24]=[CH:23][C:22]([OH:25])=[CH:21][CH:20]=1)(=[O:17])[CH3:16].CO.[OH-].[Na+]. (2) Given the product [Cl:17][CH2:2][C:3]1[CH:8]=[C:7]([CH3:9])[CH:6]=[CH:5][C:4]=1[N:10]([CH3:15])[S:11]([CH3:14])(=[O:13])=[O:12], predict the reactants needed to synthesize it. The reactants are: O[CH2:2][C:3]1[CH:8]=[C:7]([CH3:9])[CH:6]=[CH:5][C:4]=1[N:10]([CH3:15])[S:11]([CH3:14])(=[O:13])=[O:12].C(Cl)(Cl)[Cl:17].S(Cl)(Cl)=O. (3) Given the product [Cl:30][C:9]1[CH:8]=[C:7]([N:6]=[C:31]=[S:32])[CH:12]=[C:11]([C:13]([F:16])([F:14])[F:15])[C:10]=1[C:17]1[CH:22]=[CH:21][C:20]([C@H:23]([NH:25][S:26]([CH3:29])(=[O:28])=[O:27])[CH3:24])=[CH:19][CH:18]=1, predict the reactants needed to synthesize it. The reactants are: C(=O)([O-])[O-].[Ca+2].[NH2:6][C:7]1[CH:12]=[C:11]([C:13]([F:16])([F:15])[F:14])[C:10]([C:17]2[CH:22]=[CH:21][C:20]([C@H:23]([NH:25][S:26]([CH3:29])(=[O:28])=[O:27])[CH3:24])=[CH:19][CH:18]=2)=[C:9]([Cl:30])[CH:8]=1.[C:31](Cl)(Cl)=[S:32].Cl. (4) The reactants are: [CH2:1]([C:8]1[O:12][C:11]([C@H:13]2[CH2:17][CH2:16][C@H:15]([NH2:18])[CH2:14]2)=[N:10][N:9]=1)[C:2]1[CH:7]=[CH:6][CH:5]=[CH:4][CH:3]=1.CCN(C(C)C)C(C)C.Cl[C:29]1[N:34]=[CH:33][N:32]=[C:31]2[N:35](C3CCCCO3)[N:36]=[CH:37][C:30]=12. Given the product [CH2:1]([C:8]1[O:12][C:11]([C@H:13]2[CH2:17][CH2:16][C@H:15]([NH:18][C:29]3[N:34]=[CH:33][N:32]=[C:31]4[NH:35][N:36]=[CH:37][C:30]=34)[CH2:14]2)=[N:10][N:9]=1)[C:2]1[CH:7]=[CH:6][CH:5]=[CH:4][CH:3]=1, predict the reactants needed to synthesize it. (5) Given the product [Br:1][C:2]1[CH:3]=[C:4]([NH:8][C:9]([N:15]2[CH2:20][CH2:19][N:18]([C:21]3[C:22]4[C:29]([CH3:30])=[CH:28][NH:27][C:23]=4[N:24]=[CH:25][N:26]=3)[CH2:17][C@@H:16]2[CH3:31])=[N:10][S:11](=[O:14])(=[O:13])[N:12]=[CH:34][N:35]([CH3:37])[CH3:36])[CH:5]=[CH:6][CH:7]=1, predict the reactants needed to synthesize it. The reactants are: [Br:1][C:2]1[CH:3]=[C:4]([NH:8][C:9]([N:15]2[CH2:20][CH2:19][N:18]([C:21]3[C:22]4[C:29]([CH3:30])=[CH:28][NH:27][C:23]=4[N:24]=[CH:25][N:26]=3)[CH2:17][C@@H:16]2[CH3:31])=[N:10][S:11](=[O:14])(=[O:13])[NH2:12])[CH:5]=[CH:6][CH:7]=1.CO[CH:34](OC)[N:35]([CH3:37])[CH3:36].